This data is from Full USPTO retrosynthesis dataset with 1.9M reactions from patents (1976-2016). The task is: Predict the reactants needed to synthesize the given product. (1) The reactants are: [CH3:1][O:2][C:3]1[CH:8]=[CH:7][N:6]=[C:5]2[CH:9]=[CH:10][NH:11][C:4]=12.CN(C=O)C.[OH-].[K+].[I:19]I. Given the product [I:19][C:9]1[C:5]2=[N:6][CH:7]=[CH:8][C:3]([O:2][CH3:1])=[C:4]2[NH:11][CH:10]=1, predict the reactants needed to synthesize it. (2) Given the product [CH3:33][O:34][C:35]1[CH:40]=[CH:39][C:38]([C:2]2[CH:3]=[CH:4][C:5](/[CH:8]=[CH:9]/[C@@H:10]3[O:19][C@H:13]4[O:14][C:15]([CH3:17])([CH3:18])[O:16][C@H:12]4[C@H:11]3[CH2:20][CH2:21][N:22]3[C:27](=[O:28])[C:26]4[CH:29]=[CH:30][CH:31]=[CH:32][C:25]=4[N:24]=[N:23]3)=[CH:6][CH:7]=2)=[CH:37][CH:36]=1, predict the reactants needed to synthesize it. The reactants are: Br[C:2]1[CH:7]=[CH:6][C:5](/[CH:8]=[CH:9]/[C@@H:10]2[O:19][C@H:13]3[O:14][C:15]([CH3:18])([CH3:17])[O:16][C@H:12]3[C@H:11]2[CH2:20][CH2:21][N:22]2[C:27](=[O:28])[C:26]3[CH:29]=[CH:30][CH:31]=[CH:32][C:25]=3[N:24]=[N:23]2)=[CH:4][CH:3]=1.[CH3:33][O:34][C:35]1[CH:40]=[CH:39][C:38](B(O)O)=[CH:37][CH:36]=1.C(=O)([O-])[O-].[K+].[K+].